From a dataset of Catalyst prediction with 721,799 reactions and 888 catalyst types from USPTO. Predict which catalyst facilitates the given reaction. (1) Reactant: [CH2:1]([C:5]1[C:10]([CH2:11]O)=[C:9]([Cl:13])[N:8]=[N:7][C:6]=1[C:14]1[CH:19]=[CH:18][CH:17]=[CH:16][CH:15]=1)[CH2:2][CH2:3][CH3:4].O=S(Cl)[Cl:22]. Product: [ClH:13].[CH2:1]([C:5]1[C:10]([CH2:11][Cl:22])=[C:9]([Cl:13])[N:8]=[N:7][C:6]=1[C:14]1[CH:19]=[CH:18][CH:17]=[CH:16][CH:15]=1)[CH2:2][CH2:3][CH3:4]. The catalyst class is: 2. (2) Reactant: C(C1C=CC(OCC(O)=O)=CC=1)CC.[CH2:15]([C:20]1[CH:34]=[CH:33][C:23]([O:24][CH2:25][C:26]([O:28]C(C)(C)C)=[O:27])=[CH:22][CH:21]=1)[CH2:16][CH2:17][CH2:18][CH3:19]. The catalyst class is: 281. Product: [CH2:15]([C:20]1[CH:34]=[CH:33][C:23]([O:24][CH2:25][C:26]([OH:28])=[O:27])=[CH:22][CH:21]=1)[CH2:16][CH2:17][CH2:18][CH3:19]. (3) Reactant: C([O:3][C:4](=[O:44])[C:5]([NH:7][C:8]1[CH:9]=[C:10]([C:24]2[CH:29]=[CH:28][C:27]([CH2:30][C:31]3[C:35]4[CH:36]=[CH:37][CH:38]=[CH:39][C:34]=4[O:33][C:32]=3[CH2:40][CH2:41][CH2:42][CH3:43])=[CH:26][CH:25]=2)[CH:11]=[CH:12][C:13]=1[O:14][CH2:15][CH2:16][CH2:17][C:18]1[CH:23]=[CH:22][CH:21]=[CH:20][CH:19]=1)=[O:6])C.[OH-].[Na+].Cl. Product: [CH2:40]([C:32]1[O:33][C:34]2[CH:39]=[CH:38][CH:37]=[CH:36][C:35]=2[C:31]=1[CH2:30][C:27]1[CH:28]=[CH:29][C:24]([C:10]2[CH:11]=[CH:12][C:13]([O:14][CH2:15][CH2:16][CH2:17][C:18]3[CH:19]=[CH:20][CH:21]=[CH:22][CH:23]=3)=[C:8]([NH:7][C:5](=[O:6])[C:4]([OH:44])=[O:3])[CH:9]=2)=[CH:25][CH:26]=1)[CH2:41][CH2:42][CH3:43]. The catalyst class is: 8. (4) Reactant: [Br:1][C:2]1[CH:18]=[CH:17][CH:16]=[CH:15][C:3]=1[C:4]([CH:6]1[CH2:13][C:9]2[S:10][CH:11]=[CH:12][C:8]=2[C:7]1=O)=O.O.[NH2:20][NH2:21].C(O)(=O)C. Product: [Br:1][C:2]1[CH:18]=[CH:17][CH:16]=[CH:15][C:3]=1[C:4]1[C:6]2[CH2:13][C:9]3[S:10][CH:11]=[CH:12][C:8]=3[C:7]=2[NH:21][N:20]=1. The catalyst class is: 8. (5) Product: [F:1][C:2]1[C:3]([C:31]2[CH:32]=[CH:33][C:34]([NH:37][S:38]([CH:41]3[CH2:43][CH2:42]3)(=[O:40])=[O:39])=[CH:35][CH:36]=2)=[C:4]2[C:14]3[C:9](=[CH:10][N:11]=[C:12]([C:15]4[CH:16]=[N:17][CH:18]=[CH:19][CH:20]=4)[CH:13]=3)[NH:8][C:5]2=[N:6][CH:7]=1. Reactant: [F:1][C:2]1[C:3]([C:31]2[CH:36]=[CH:35][C:34]([NH:37][S:38]([CH:41]3[CH2:43][CH2:42]3)(=[O:40])=[O:39])=[CH:33][CH:32]=2)=[C:4]2[C:14]3[C:9](=[CH:10][N:11]=[C:12]([C:15]4[CH:16]=[N:17][CH:18]=[CH:19][CH:20]=4)[CH:13]=3)[N:8](S(C3C=CC(C)=CC=3)(=O)=O)[C:5]2=[N:6][CH:7]=1.O.[OH-].[Li+]. The catalyst class is: 30. (6) Reactant: C[Al](C)C.CO[C:7](=[O:25])[CH2:8][C:9]1[CH2:10][CH2:11][N:12]([C:15]([O:17][CH2:18][C:19]2[CH:24]=[CH:23][CH:22]=[CH:21][CH:20]=2)=[O:16])[CH2:13][CH:14]=1.[Br:26][C:27]1[C:28]([NH2:33])=[N:29][CH:30]=[CH:31][CH:32]=1. Product: [Br:26][C:27]1[C:28]([NH:33][C:7](=[O:25])[CH2:8][C:9]2[CH2:10][CH2:11][N:12]([C:15]([O:17][CH2:18][C:19]3[CH:20]=[CH:21][CH:22]=[CH:23][CH:24]=3)=[O:16])[CH2:13][CH:14]=2)=[N:29][CH:30]=[CH:31][CH:32]=1. The catalyst class is: 68. (7) Reactant: [F:1][C:2]([F:24])([C:7]([F:23])([F:22])[C:8]1[N:12]=[C:11]([C:13]2[CH:18]=[CH:17][C:16]([N+:19]([O-])=O)=[CH:15][CH:14]=2)[NH:10][N:9]=1)[C:3]([O:5][CH3:6])=[O:4].[H][H]. Product: [NH2:19][C:16]1[CH:15]=[CH:14][C:13]([C:11]2[NH:10][N:9]=[C:8]([C:7]([F:23])([F:22])[C:2]([F:24])([F:1])[C:3]([O:5][CH3:6])=[O:4])[N:12]=2)=[CH:18][CH:17]=1. The catalyst class is: 123. (8) Reactant: [CH3:1][O:2][C:3](=[O:27])[C:4]1[CH:9]=[CH:8][C:7](/[CH:10]=[CH:11]/[C:12]2[C:21]([CH3:22])=[CH:20][C:19]3[C:18]([CH3:24])([CH3:23])[CH2:17][CH2:16][C:15]([CH3:26])([CH3:25])[C:14]=3[CH:13]=2)=[CH:6][CH:5]=1.[Br:28]N1C(=O)CCC1=O.S(=O)(O)[O-].[Na+]. Product: [CH3:1][O:2][C:3](=[O:27])[C:4]1[CH:5]=[CH:6][C:7]([CH:10]=[CH:11][C:12]2[C:21]([CH2:22][Br:28])=[CH:20][C:19]3[C:18]([CH3:23])([CH3:24])[CH2:17][CH2:16][C:15]([CH3:26])([CH3:25])[C:14]=3[CH:13]=2)=[CH:8][CH:9]=1. The catalyst class is: 340. (9) Reactant: [OH:1][CH:2]1[CH2:6][CH2:5][CH:4]([C:7]([O:9][CH2:10][C:11]2[CH:16]=[CH:15][CH:14]=[CH:13][CH:12]=2)=[O:8])[CH2:3]1.N1C=CN=C1.[Si:22](Cl)([C:25]([CH3:28])([CH3:27])[CH3:26])([CH3:24])[CH3:23].O. Product: [Si:22]([O:1][CH:2]1[CH2:6][CH2:5][CH:4]([C:7]([O:9][CH2:10][C:11]2[CH:12]=[CH:13][CH:14]=[CH:15][CH:16]=2)=[O:8])[CH2:3]1)([C:25]([CH3:28])([CH3:27])[CH3:26])([CH3:24])[CH3:23]. The catalyst class is: 31. (10) Reactant: [Cl:1][CH:2]1[N:11]=[C:10](Cl)[C:9]2[CH2:8][CH2:7][CH2:6][CH2:5][C:4]=2[NH:3]1.[CH3:13][O:14][C:15]1[CH:22]=[CH:21][C:18]([NH:19][CH3:20])=[CH:17][CH:16]=1.Cl. Product: [Cl:1][C:2]1[N:11]=[C:10]([N:19]([C:18]2[CH:21]=[CH:22][C:15]([O:14][CH3:13])=[CH:16][CH:17]=2)[CH3:20])[C:9]2[CH2:8][CH2:7][CH2:6][CH2:5][C:4]=2[N:3]=1. The catalyst class is: 32.